Dataset: Forward reaction prediction with 1.9M reactions from USPTO patents (1976-2016). Task: Predict the product of the given reaction. (1) Given the reactants [Br:1][C:2]1[CH:21]=[CH:20][C:5]2[NH:6][C:7](=O)[CH:8]([CH3:18])[N:9]=[C:10]([C:11]3[CH:16]=[CH:15][CH:14]=[CH:13][C:12]=3[F:17])[C:4]=2[CH:3]=1.[H-].[Na+].P(Cl)(OCC)(OCC)=O.[N+:33]([CH2:35][C:36]([O:38][CH2:39][CH3:40])=[O:37])#[C-:34].[H-].[Na+].C1COCC1, predict the reaction product. The product is: [CH2:39]([O:38][C:36]([C:35]1[N:33]=[CH:34][N:6]2[C:7]=1[CH:8]([CH3:18])[N:9]=[C:10]([C:11]1[CH:16]=[CH:15][CH:14]=[CH:13][C:12]=1[F:17])[C:4]1[CH:3]=[C:2]([Br:1])[CH:21]=[CH:20][C:5]2=1)=[O:37])[CH3:40]. (2) The product is: [S:1]1[C:5]2[CH:6]=[CH:7][CH:8]=[CH:9][C:4]=2[N:3]=[C:2]1[NH:10][C:11]1[CH:26]=[CH:25][C:14]([O:15][C:16]2[N:24]=[CH:23][CH:22]=[CH:21][C:17]=2[C:18]([NH:32][CH2:30][CH:27]2[CH2:29][CH2:28]2)=[O:19])=[CH:13][CH:12]=1. Given the reactants [S:1]1[C:5]2[CH:6]=[CH:7][CH:8]=[CH:9][C:4]=2[N:3]=[C:2]1[NH:10][C:11]1[CH:26]=[CH:25][C:14]([O:15][C:16]2[N:24]=[CH:23][CH:22]=[CH:21][C:17]=2[C:18](O)=[O:19])=[CH:13][CH:12]=1.[CH:27]1([CH:30]([NH2:32])C)[CH2:29][CH2:28]1.C(N(CC)CC)C.CN(C(ON1N=NC2C=CC=NC1=2)=[N+](C)C)C.F[P-](F)(F)(F)(F)F, predict the reaction product. (3) Given the reactants Br[C:2]1[CH:35]=[CH:34][C:5]([CH2:6][C:7]2[N:8]([C:20]3[CH:25]=[CH:24][C:23]([N:26]4[S:30](=[O:32])(=[O:31])[NH:29][C:28](=[O:33])[CH2:27]4)=[CH:22][CH:21]=3)[CH:9]=[C:10]([C:12]3[CH:17]=[CH:16][C:15]([Cl:18])=[CH:14][C:13]=3[Cl:19])[N:11]=2)=[CH:4][CH:3]=1.[CH2:36]([O:38][C:39]([CH2:41][CH2:42][C:43]1[CH:48]=[CH:47][C:46](B(O)O)=[CH:45][CH:44]=1)=[O:40])[CH3:37], predict the reaction product. The product is: [CH2:36]([O:38][C:39](=[O:40])[CH2:41][CH2:42][C:43]1[CH:48]=[CH:47][C:46]([C:2]2[CH:35]=[CH:34][C:5]([CH2:6][C:7]3[N:8]([C:20]4[CH:21]=[CH:22][C:23]([N:26]5[CH2:27][C:28](=[O:33])[NH:29][S:30]5(=[O:31])=[O:32])=[CH:24][CH:25]=4)[CH:9]=[C:10]([C:12]4[CH:17]=[CH:16][C:15]([Cl:18])=[CH:14][C:13]=4[Cl:19])[N:11]=3)=[CH:4][CH:3]=2)=[CH:45][CH:44]=1)[CH3:37]. (4) Given the reactants [CH3:1][NH:2][CH2:3][CH2:4][CH:5]([C:7]1[CH:12]=[CH:11][CH:10]=[CH:9][CH:8]=1)[OH:6].C(N(CC)CC)C.[C:28](O[C:28]([O:30][C:31]([CH3:34])([CH3:33])[CH3:32])=[O:29])([O:30][C:31]([CH3:34])([CH3:33])[CH3:32])=[O:29].[Cl-].[NH4+], predict the reaction product. The product is: [OH:6][CH:5]([C:7]1[CH:12]=[CH:11][CH:10]=[CH:9][CH:8]=1)[CH2:4][CH2:3][N:2]([CH3:1])[C:28](=[O:29])[O:30][C:31]([CH3:32])([CH3:33])[CH3:34]. (5) The product is: [CH2:30]([NH:37][C:38]([C:27]1[S:26][C:21]2[N:20]([C:19](=[O:29])[N:18]([CH2:11][C:12]3[CH:13]=[CH:14][CH:15]=[CH:16][CH:17]=3)[C:23](=[O:24])[C:22]=2[CH3:25])[CH:28]=1)=[O:39])[C:31]1[CH:36]=[CH:35][CH:34]=[CH:33][CH:32]=1. Given the reactants C[Si](C)(C)N[Si](C)(C)C.[Li].[CH2:11]([N:18]1[C:23](=[O:24])[C:22]([CH3:25])=[C:21]2[S:26][CH:27]=[CH:28][N:20]2[C:19]1=[O:29])[C:12]1[CH:17]=[CH:16][CH:15]=[CH:14][CH:13]=1.[CH2:30]([N:37]=[C:38]=[O:39])[C:31]1[CH:36]=[CH:35][CH:34]=[CH:33][CH:32]=1.[Cl-].[NH4+], predict the reaction product. (6) Given the reactants [C:1]([N:5]1[CH2:10][CH2:9][CH:8]([C:11]([O:13][CH2:14][CH3:15])=[O:12])[C:7](=[O:16])[CH2:6]1)([CH3:4])([CH3:3])[CH3:2].C(N(C(C)C)CC)(C)C.[S:26](O[S:26]([C:29]([F:32])([F:31])[F:30])(=[O:28])=[O:27])([C:29]([F:32])([F:31])[F:30])(=[O:28])=[O:27], predict the reaction product. The product is: [C:1]([N:5]1[CH2:6][C:7]([O:16][S:26]([C:29]([F:32])([F:31])[F:30])(=[O:28])=[O:27])=[C:8]([C:11]([O:13][CH2:14][CH3:15])=[O:12])[CH2:9][CH2:10]1)([CH3:4])([CH3:3])[CH3:2].